From a dataset of Full USPTO retrosynthesis dataset with 1.9M reactions from patents (1976-2016). Predict the reactants needed to synthesize the given product. Given the product [Br:1][C:2]1[CH:7]=[CH:6][C:5]([NH:8][C:9]2[C:18]([C:19]([NH:40][S:37]([CH3:36])(=[O:39])=[O:38])=[O:20])=[CH:17][C:12]3[C:13]([CH3:16])=[N:14][O:15][C:11]=3[C:10]=2[F:22])=[C:4]([Cl:23])[CH:3]=1, predict the reactants needed to synthesize it. The reactants are: [Br:1][C:2]1[CH:7]=[CH:6][C:5]([NH:8][C:9]2[C:18]([C:19](O)=[O:20])=[CH:17][C:12]3[C:13]([CH3:16])=[N:14][O:15][C:11]=3[C:10]=2[F:22])=[C:4]([Cl:23])[CH:3]=1.C(N1C=CN=C1)(N1C=CN=C1)=O.[CH3:36][S:37]([NH2:40])(=[O:39])=[O:38].C1CCN2C(=NCCC2)CC1.